Predict which catalyst facilitates the given reaction. From a dataset of Catalyst prediction with 721,799 reactions and 888 catalyst types from USPTO. Reactant: C1(P(C2C=CC=CC=2)C2C=CC=CC=2)C=CC=CC=1.N(C(OC(C)C)=O)=NC(OC(C)C)=O.[Cl:34][C:35]1[CH:40]=[CH:39][C:38]([CH2:41][C:42]2[C:51]3[C:46](=[CH:47][CH:48]=[CH:49][CH:50]=3)[C:45](=[O:52])[NH:44][N:43]=2)=[CH:37][CH:36]=1.O[CH:54]1[CH2:60][CH2:59][CH2:58][N:57]([C:61]([O:63][C:64]([CH3:67])([CH3:66])[CH3:65])=[O:62])[CH2:56][CH2:55]1. Product: [Cl:34][C:35]1[CH:36]=[CH:37][C:38]([CH2:41][C:42]2[C:51]3[C:46](=[CH:47][CH:48]=[CH:49][CH:50]=3)[C:45](=[O:52])[N:44]([CH:54]3[CH2:60][CH2:59][CH2:58][N:57]([C:61]([O:63][C:64]([CH3:67])([CH3:66])[CH3:65])=[O:62])[CH2:56][CH2:55]3)[N:43]=2)=[CH:39][CH:40]=1. The catalyst class is: 7.